This data is from Reaction yield outcomes from USPTO patents with 853,638 reactions. The task is: Predict the reaction yield, written as a fraction of the theoretical maximum amount of product (1.0 means a 100% yield; for example, 0.34 means a 34% yield). The reactants are [CH2:1]([C:3]1[C:8](=[O:9])[NH:7][C:6]([CH3:10])=[C:5]([C:11]2[O:15][C:14]([S:16](Cl)(=[O:18])=[O:17])=[CH:13][CH:12]=2)[CH:4]=1)[CH3:2].[F:20][C:21]1[CH:22]=[C:23]([CH:26]=[C:27]([F:29])[CH:28]=1)[CH2:24][NH2:25]. No catalyst specified. The product is [F:20][C:21]1[CH:22]=[C:23]([CH:26]=[C:27]([F:29])[CH:28]=1)[CH2:24][NH:25][S:16]([C:14]1[O:15][C:11]([C:5]2[CH:4]=[C:3]([CH2:1][CH3:2])[C:8](=[O:9])[NH:7][C:6]=2[CH3:10])=[CH:12][CH:13]=1)(=[O:18])=[O:17]. The yield is 0.100.